Dataset: Full USPTO retrosynthesis dataset with 1.9M reactions from patents (1976-2016). Task: Predict the reactants needed to synthesize the given product. Given the product [O:12]=[CH:11][C@@H:9]([C@H:7]([C@@H:5]([CH2:4][OH:13])[OH:6])[OH:8])[OH:10], predict the reactants needed to synthesize it. The reactants are: C(O)C.[CH2:4]([OH:13])[C@@H:5]([C@H:7]([C@@H:9]([CH2:11][OH:12])[OH:10])[OH:8])[OH:6].